This data is from Forward reaction prediction with 1.9M reactions from USPTO patents (1976-2016). The task is: Predict the product of the given reaction. (1) Given the reactants [H-].[Na+].[C:3]([O:7][C:8]([C@@:10]12[CH2:17][CH2:16][C:15](=[O:18])[C@@H:14]1[C:13](=[O:19])[N:12]([C@@H:20]([C:22]1[CH:27]=[CH:26][CH:25]=[CH:24][CH:23]=1)[CH3:21])[CH2:11]2)=[O:9])([CH3:6])([CH3:5])[CH3:4].[CH3:28]I, predict the reaction product. The product is: [C:3]([O:7][C:8]([C@@:10]12[CH2:17][CH2:16][C:15](=[O:18])[C@:14]1([CH3:28])[C:13](=[O:19])[N:12]([C@@H:20]([C:22]1[CH:23]=[CH:24][CH:25]=[CH:26][CH:27]=1)[CH3:21])[CH2:11]2)=[O:9])([CH3:4])([CH3:5])[CH3:6]. (2) Given the reactants [Cl:1][C:2]1[CH:35]=[CH:34][CH:33]=[CH:32][C:3]=1[C:4]([NH:6][C:7](=[O:31])[NH:8][C:9]1[S:10][C:11]2[CH:17]=[C:16]([S:18]([CH2:21][CH2:22][N:23]3CCC[CH:24]3[CH2:28][O:29]C)(=[O:20])=[O:19])[CH:15]=[CH:14][C:12]=2[N:13]=1)=[O:5].[Cl:36][C:37]1[CH:46]=[CH:45][C:44]([NH:47][NH2:48])=[CH:43][C:38]=1[C:39]([O:41][CH3:42])=[O:40].CO[CH:51](OC)[CH2:52][C:53](=O)[CH3:54], predict the reaction product. The product is: [Cl:1][C:2]1[CH:35]=[CH:34][CH:33]=[CH:32][C:3]=1[C:4]([NH:6][C:7](=[O:31])[NH:8][C:9]1[S:10][C:11]2[CH:17]=[C:16]([S:18]([CH2:21][CH2:22][NH:23][CH2:24][CH2:28][O:29][CH:37]([CH3:46])[CH3:38])(=[O:19])=[O:20])[CH:15]=[CH:14][C:12]=2[N:13]=1)=[O:5].[Cl:36][C:37]1[CH:46]=[CH:45][C:44]([N:47]2[CH:51]=[CH:52][C:53]([CH3:54])=[N:48]2)=[CH:43][C:38]=1[C:39]([O:41][CH3:42])=[O:40]. (3) Given the reactants [Cl:1][C:2]1[N:3]=[C:4](Cl)[C:5]2[O:10][C:9]3[CH:11]=[CH:12][C:13]([Cl:15])=[CH:14][C:8]=3[C:6]=2[N:7]=1.C([O-])([O-])=O.[K+].[K+].[CH3:23][N:24]1[CH2:29][CH2:28][NH:27][CH2:26][CH2:25]1, predict the reaction product. The product is: [Cl:1][C:2]1[N:3]=[C:4]([N:27]2[CH2:28][CH2:29][N:24]([CH3:23])[CH2:25][CH2:26]2)[C:5]2[O:10][C:9]3[CH:11]=[CH:12][C:13]([Cl:15])=[CH:14][C:8]=3[C:6]=2[N:7]=1.